The task is: Predict the reactants needed to synthesize the given product.. This data is from Full USPTO retrosynthesis dataset with 1.9M reactions from patents (1976-2016). (1) Given the product [F:17][C:18]1[C:23]([O:24][CH3:25])=[CH:22][C:21]([O:26][CH3:27])=[C:20]([F:28])[C:19]=1[C:2]1[N:7]=[C:6]2[N:8]([CH:11]3[CH2:16][CH2:15][CH2:14][CH2:13][O:12]3)[N:9]=[CH:10][C:5]2=[CH:4][N:3]=1, predict the reactants needed to synthesize it. The reactants are: Cl[C:2]1[N:7]=[C:6]2[N:8]([CH:11]3[CH2:16][CH2:15][CH2:14][CH2:13][O:12]3)[N:9]=[CH:10][C:5]2=[CH:4][N:3]=1.[F:17][C:18]1[C:23]([O:24][CH3:25])=[CH:22][C:21]([O:26][CH3:27])=[C:20]([F:28])[C:19]=1B1OC(C)(C)C(C)(C)O1.C(N(C(C)C)CC)(C)C. (2) Given the product [Cl:1][C:2]1[CH:7]=[CH:6][C:5]([S:8]([C:19]2[CH:20]=[CH:21][C:16]([F:15])=[CH:17][CH:18]=2)(=[O:10])=[O:9])=[CH:4][C:3]=1[N+:12]([O-:14])=[O:13], predict the reactants needed to synthesize it. The reactants are: [Cl:1][C:2]1[CH:7]=[CH:6][C:5]([S:8](Cl)(=[O:10])=[O:9])=[CH:4][C:3]=1[N+:12]([O-:14])=[O:13].[F:15][C:16]1[CH:21]=[CH:20][CH:19]=[CH:18][CH:17]=1.[Cl-].[Al+3].[Cl-].[Cl-].